From a dataset of Reaction yield outcomes from USPTO patents with 853,638 reactions. Predict the reaction yield, written as a fraction of the theoretical maximum amount of product (1.0 means a 100% yield; for example, 0.34 means a 34% yield). (1) The reactants are [Br:1]Br.[O:3]=[C:4]1[C:13](C(O)=O)=[CH:12][C:11]2[C:6](=[CH:7][N:8]=[CH:9][CH:10]=2)[NH:5]1. The catalyst is N1C=CC=CC=1. The product is [Br:1][C:13]1[C:4](=[O:3])[NH:5][C:6]2[C:11]([CH:12]=1)=[CH:10][CH:9]=[N:8][CH:7]=2. The yield is 0.475. (2) The reactants are C([C:3]([CH2:10][CH2:11][C:12]1[CH:17]=[CH:16][CH:15]=[CH:14][CH:13]=1)([C:7](O)=O)[C:4]([OH:6])=[O:5])C.N1CCC[CH2:20][CH2:19]1.C=O. No catalyst specified. The product is [CH2:7]=[C:3]([CH2:10][CH2:11][C:12]1[CH:13]=[CH:14][CH:15]=[CH:16][CH:17]=1)[C:4]([O:6][CH2:19][CH3:20])=[O:5]. The yield is 0.890. (3) The reactants are [CH:1]([C:4]1[CH:11]=[C:10]([N:12]2[CH2:17][CH2:16][O:15][CH2:14][CH2:13]2)[CH:9]=[C:8]([O:18][CH3:19])[C:5]=1[C:6]#[N:7])([CH3:3])[CH3:2].N.S(=O)(=O)(O)[OH:22]. No catalyst specified. The product is [CH:1]([C:4]1[CH:11]=[C:10]([N:12]2[CH2:17][CH2:16][O:15][CH2:14][CH2:13]2)[CH:9]=[C:8]([O:18][CH3:19])[C:5]=1[C:6]([NH2:7])=[O:22])([CH3:3])[CH3:2]. The yield is 0.860. (4) The reactants are Br[C:2]1[N:6]2[N:7]=[C:8]([Cl:11])[CH:9]=[CH:10][C:5]2=[N:4][CH:3]=1.C([O-])([O-])=O.[Na+].[Na+].[Cl:18][C:19]1[CH:24]=[CH:23][C:22](B(O)O)=[CH:21][CH:20]=1. The catalyst is O1CCOCC1.O.C1C=CC(P(C2C=CC=CC=2)[C-]2C=CC=C2)=CC=1.C1C=CC(P(C2C=CC=CC=2)[C-]2C=CC=C2)=CC=1.Cl[Pd]Cl.[Fe+2]. The product is [Cl:11][C:8]1[CH:9]=[CH:10][C:5]2[N:6]([C:2]([C:22]3[CH:23]=[CH:24][C:19]([Cl:18])=[CH:20][CH:21]=3)=[CH:3][N:4]=2)[N:7]=1. The yield is 0.430.